Predict the product of the given reaction. From a dataset of Forward reaction prediction with 1.9M reactions from USPTO patents (1976-2016). (1) Given the reactants Cl[CH2:2][C:3]([CH:5]1[CH2:9][CH2:8][CH2:7][CH2:6]1)=O.C(O)(=O)C.[CH:14]([NH2:16])=[NH:15].[OH-].[NH4+].C1COCC1, predict the reaction product. The product is: [CH:5]1([C:3]2[N:15]=[CH:14][NH:16][CH:2]=2)[CH2:9][CH2:8][CH2:7][CH2:6]1. (2) Given the reactants [CH3:1][N:2]([CH3:13])[C:3]1[CH:8]=[CH:7][C:6]([CH2:9][C:10]([OH:12])=O)=[CH:5][CH:4]=1.C([N:16]([CH2:19][CH3:20])CC)C.[CH2:21]([O:25]C(Cl)=O)C(C)C.C1(/C=[C:36](\C)/[CH:37]=[CH:38]/[C:39](Cl)=[O:40])C=CC=CC=1, predict the reaction product. The product is: [CH3:21][O:25][C:39](=[O:40])[CH2:38][CH2:37][CH2:36][CH2:20][CH2:19][NH:16][C:10](=[O:12])[CH2:9][C:6]1[CH:5]=[CH:4][C:3]([N:2]([CH3:1])[CH3:13])=[CH:8][CH:7]=1. (3) The product is: [CH3:10][C:8]1([CH3:9])[O:7][C:6]([CH3:11])([CH3:12])[C:5]2[S:13][C:2]([NH:1][C:24](=[O:25])[C:23]3[CH:27]=[CH:28][CH:29]=[CH:30][C:22]=3[C:21]([F:20])([F:31])[F:32])=[C:3]([C:14]([O:16][CH2:17][CH2:18][CH3:19])=[O:15])[C:4]1=2. Given the reactants [NH2:1][C:2]1[S:13][C:5]2[C:6]([CH3:12])([CH3:11])[O:7][C:8]([CH3:10])([CH3:9])[C:4]=2[C:3]=1[C:14]([O:16][CH2:17][CH2:18][CH3:19])=[O:15].[F:20][C:21]([F:32])([F:31])[C:22]1[CH:30]=[CH:29][CH:28]=[CH:27][C:23]=1[C:24](Cl)=[O:25], predict the reaction product. (4) The product is: [O:15]=[C:12]1[N:19]([C:2]2[CH:11]=[CH:10][C:5]([C:6]([O:8][CH3:9])=[O:7])=[CH:4][CH:3]=2)[CH2:20][CH2:21][O:13]1. Given the reactants I[C:2]1[CH:11]=[CH:10][C:5]([C:6]([O:8][CH3:9])=[O:7])=[CH:4][CH:3]=1.[C:12](=[O:15])([O-])[O-:13].[K+].[K+].C[NH:19][CH2:20][CH2:21]NC, predict the reaction product. (5) Given the reactants [CH2:1]([O:8][C:9]1[CH:17]=[CH:16][C:12]([C:13]([OH:15])=O)=[CH:11][CH:10]=1)[C:2]1[CH:7]=[CH:6][CH:5]=[CH:4][CH:3]=1.Cl.[CH3:19][O:20][C:21](=[O:25])[CH2:22][CH2:23][NH2:24].C(N(CC)CC)C.CCN=C=NCCCN(C)C, predict the reaction product. The product is: [CH3:19][O:20][C:21](=[O:25])[CH2:22][CH2:23][NH:24][C:13](=[O:15])[C:12]1[CH:11]=[CH:10][C:9]([O:8][CH2:1][C:2]2[CH:3]=[CH:4][CH:5]=[CH:6][CH:7]=2)=[CH:17][CH:16]=1. (6) Given the reactants [CH3:1][C@@H:2]1[O:7][C@@H:6]([O:8][C@@H:9]2[C:14]3=[C:15]([OH:32])[C:16]4[C:28](=[O:29])[C:27]5[C:22](=[CH:23][CH:24]=[CH:25][C:26]=5[O:30][CH3:31])[C:20](=[O:21])[C:17]=4[C:18]([OH:19])=[C:13]3[CH2:12][C@@:11]([OH:37])([C:33]([CH2:35][OH:36])=[O:34])[CH2:10]2)[CH2:5][C@H:4]([NH2:38])[C@@H:3]1[OH:39].Cl.N[C@H](C(O)=O)CC1N=CNC=1.C(O)[C@H]1O[C@H](O[C@]2(CO)O[C@H](CO)[C@@H](O)[C@@H]2O)[C@H](O)[C@@H](O)[C@@H]1O, predict the reaction product. The product is: [CH3:1][C@@H:2]1[O:7][C@@H:6]([O:8][C@@H:9]2[C:14]3=[C:15]([OH:32])[C:16]4[C:28](=[O:29])[C:27]5[C:22](=[CH:23][CH:24]=[CH:25][C:26]=5[O:30][CH3:31])[C:20](=[O:21])[C:17]=4[C:18]([OH:19])=[C:13]3[CH2:12][C@@:11]([OH:37])([C:33]([CH2:35][OH:36])=[O:34])[CH2:10]2)[CH2:5][C@H:4]([NH2:38])[C@@H:3]1[OH:39]. (7) Given the reactants [F:1][C:2]1[CH:7]=[CH:6][C:5]([C:8]2[O:9][C:10]3[CH:20]=[CH:19][C:18]([C:21]4[CH:22]=[C:23]([CH:27]=[CH:28][C:29]=4[CH3:30])[C:24](O)=[O:25])=[CH:17][C:11]=3[C:12]=2[C:13](=[O:16])[NH:14][CH3:15])=[CH:4][CH:3]=1.[CH3:31][C:32]1[O:36][C:35]([C:37]2([NH2:40])[CH2:39][CH2:38]2)=[N:34][CH:33]=1.CCN=C=NCCCN(C)C.Cl.C1C=CC2N(O)N=NC=2C=1, predict the reaction product. The product is: [F:1][C:2]1[CH:3]=[CH:4][C:5]([C:8]2[O:9][C:10]3[CH:20]=[CH:19][C:18]([C:21]4[CH:22]=[C:23]([C:24](=[O:25])[NH:40][C:37]5([C:35]6[O:36][C:32]([CH3:31])=[CH:33][N:34]=6)[CH2:39][CH2:38]5)[CH:27]=[CH:28][C:29]=4[CH3:30])=[CH:17][C:11]=3[C:12]=2[C:13]([NH:14][CH3:15])=[O:16])=[CH:6][CH:7]=1. (8) The product is: [Br:1][CH2:33][C:26]1[C:25]2[C:30](=[CH:31][CH:32]=[C:23]([O:22][CH3:21])[CH:24]=2)[N:29]=[CH:28][CH:27]=1. Given the reactants [Br:1]N1C(=O)CCC1=O.N(C(C)(C)C#N)=NC(C)(C)C#N.[CH3:21][O:22][C:23]1[CH:24]=[C:25]2[C:30](=[CH:31][CH:32]=1)[N:29]=[CH:28][CH:27]=[C:26]2[CH3:33], predict the reaction product. (9) Given the reactants [N:1]([C:4]1[S:5][C:6]2[CH2:7][CH2:8][O:9][C:10]3[CH:17]=[C:16]([Br:18])[CH:15]=[CH:14][C:11]=3[C:12]=2[N:13]=1)=[N+:2]=[N-:3].[CH3:19][CH:20]([CH3:23])[C:21]#[CH:22], predict the reaction product. The product is: [Br:18][C:16]1[CH:15]=[CH:14][C:11]2[C:12]3[N:13]=[C:4]([N:1]4[C:21]([CH:20]([CH3:23])[CH3:19])=[CH:22][N:3]=[N:2]4)[S:5][C:6]=3[CH2:7][CH2:8][O:9][C:10]=2[CH:17]=1. (10) Given the reactants I[C:2]1[CH:7]=[CH:6][CH:5]=[CH:4][CH:3]=1.B([O-])O[C:10]1[CH:15]=[CH:14][C:13]([Cl:16])=[CH:12][CH:11]=1.C(=O)([O-])[O-].[K+].[K+], predict the reaction product. The product is: [Cl:16][C:13]1[CH:14]=[CH:15][C:10]([C:2]2[CH:7]=[CH:6][CH:5]=[CH:4][CH:3]=2)=[CH:11][CH:12]=1.